This data is from Peptide-MHC class I binding affinity with 185,985 pairs from IEDB/IMGT. The task is: Regression. Given a peptide amino acid sequence and an MHC pseudo amino acid sequence, predict their binding affinity value. This is MHC class I binding data. The peptide sequence is LENDAIRIY. The MHC is HLA-A02:01 with pseudo-sequence HLA-A02:01. The binding affinity (normalized) is 0.